This data is from Forward reaction prediction with 1.9M reactions from USPTO patents (1976-2016). The task is: Predict the product of the given reaction. Given the reactants [C:1]([NH:4][C@H:5]([C:27](O)=[O:28])[CH2:6][S:7][C:8]([C:21]1[CH:26]=[CH:25][CH:24]=[CH:23][CH:22]=1)([C:15]1[CH:20]=[CH:19][CH:18]=[CH:17][CH:16]=1)[C:9]1[CH:14]=[CH:13][CH:12]=[CH:11][CH:10]=1)(=[O:3])[CH3:2].Cl.[C:31]([S:37][CH2:38][CH2:39][NH2:40])(=[O:36])[C:32]([CH3:35])([CH3:34])[CH3:33].Cl.C(SCCN)(=O)C.Cl.C(SCCN)(=O)C1C=CC=CC=1, predict the reaction product. The product is: [C:1]([NH:4][C@H:5]([C:27]([NH:40][CH2:39][CH2:38][S:37][C:31](=[O:36])[C:32]([CH3:35])([CH3:34])[CH3:33])=[O:28])[CH2:6][S:7][C:8]([C:15]1[CH:16]=[CH:17][CH:18]=[CH:19][CH:20]=1)([C:21]1[CH:26]=[CH:25][CH:24]=[CH:23][CH:22]=1)[C:9]1[CH:14]=[CH:13][CH:12]=[CH:11][CH:10]=1)(=[O:3])[CH3:2].